Dataset: Full USPTO retrosynthesis dataset with 1.9M reactions from patents (1976-2016). Task: Predict the reactants needed to synthesize the given product. (1) Given the product [OH:6][C@@H:24]([C@@H:23]1[O:16][C:15](=[O:17])[N:14]([C:12]([O:11][C:8]([CH3:10])([CH3:9])[CH3:7])=[O:13])[CH2:22]1)[CH2:25][CH3:26], predict the reactants needed to synthesize it. The reactants are: CS(N)(=O)=O.[OH2:6].[CH3:7][C:8]([O:11][C:12]([N:14](/[CH:22]=[CH:23]/[CH2:24][CH2:25][CH3:26])[C:15]([O:17]C(C)(C)C)=[O:16])=[O:13])([CH3:10])[CH3:9]. (2) Given the product [OH:15][C:10]1(/[CH:16]=[CH:17]/[C:34](/[C:33]([F:32])([F:42])[F:43])=[CH:35]\[C:36]([O:38][CH2:39][CH3:40])=[O:37])[C:11]([CH3:14])([CH3:13])[CH2:12][C:4]2([O:5][CH:6]([CH3:7])[CH:2]([CH3:1])[O:3]2)[CH:8]=[C:9]1[CH3:31], predict the reactants needed to synthesize it. The reactants are: [CH3:1][CH:2]1[CH:6]([CH3:7])[O:5][C:4]2([CH2:12][C:11]([CH3:14])([CH3:13])[C:10](/[CH:16]=[CH:17]/[Sn](CCCC)(CCCC)CCCC)([OH:15])[C:9]([CH3:31])=[CH:8]2)[O:3]1.[F:32][C:33]([F:43])([F:42])/[C:34](/I)=[CH:35]/[C:36]([O:38][CH2:39][CH3:40])=[O:37].[F-].[K+]. (3) Given the product [CH3:12][C:11]1[N:6]2[N:5]=[CH:4][C:3]([C:1]#[C:2][C:27]3[CH:28]=[CH:29][C:24]([NH2:23])=[N:25][CH:26]=3)=[C:7]2[N:8]=[C:9]([C:13]2[CH:18]=[CH:17][C:16]([C:19]([F:21])([F:22])[F:20])=[CH:15][CH:14]=2)[CH:10]=1, predict the reactants needed to synthesize it. The reactants are: [C:1]([C:3]1[CH:4]=[N:5][N:6]2[C:11]([CH3:12])=[CH:10][C:9]([C:13]3[CH:18]=[CH:17][C:16]([C:19]([F:22])([F:21])[F:20])=[CH:15][CH:14]=3)=[N:8][C:7]=12)#[CH:2].[NH2:23][C:24]1[CH:29]=[CH:28][C:27](Br)=[CH:26][N:25]=1. (4) Given the product [C:51]([C:48]1[CH:49]=[CH:50][C:45]([NH:44][C:42](=[O:43])[C@@H:41]([O:53][C:54]2[C:55]3[CH:62]=[N:61][N:60]([C:63]4[CH:68]=[CH:67][CH:66]=[C:65]([F:69])[C:64]=4[CH3:70])[C:56]=3[N:57]=[CH:58][N:59]=2)[CH2:40][O:39][CH2:38][CH2:37][OH:36])=[N:46][CH:47]=1)#[N:52], predict the reactants needed to synthesize it. The reactants are: [F-].C([N+](CCCC)(CCCC)CCCC)CCC.[Si]([O:36][CH2:37][CH2:38][O:39][CH2:40][C@H:41]([O:53][C:54]1[N:59]=[CH:58][N:57]=[C:56]2[N:60]([C:63]3[CH:68]=[CH:67][CH:66]=[C:65]([F:69])[C:64]=3[CH3:70])[N:61]=[CH:62][C:55]=12)[C:42]([NH:44][C:45]1[CH:50]=[CH:49][C:48]([C:51]#[N:52])=[CH:47][N:46]=1)=[O:43])(C(C)(C)C)(C1C=CC=CC=1)C1C=CC=CC=1.[Cl-].[NH4+]. (5) Given the product [NH2:24][CH2:2][CH2:3][S:4]([C:7]1[CH:12]=[CH:11][C:10]([C:13]2[N:14]=[C:15]([NH:18][C:19](=[O:21])[CH3:20])[S:16][CH:17]=2)=[CH:9][CH:8]=1)(=[O:6])=[O:5], predict the reactants needed to synthesize it. The reactants are: O[CH2:2][CH2:3][S:4]([C:7]1[CH:12]=[CH:11][C:10]([C:13]2[N:14]=[C:15]([NH:18][C:19](=[O:21])[CH3:20])[S:16][CH:17]=2)=[CH:9][CH:8]=1)(=[O:6])=[O:5].CC[N:24](CC)CC.C(Cl)Cl.CS(Cl)(=O)=O. (6) Given the product [Cl:1][C:2]1[CH:7]=[CH:6][C:5]([CH:8]([C:15]2[C:23]3[C:18](=[C:19]([CH2:24][S:25][CH3:26])[CH:20]=[CH:21][CH:22]=3)[NH:17][CH:16]=2)[CH2:9][CH2:10][OH:11])=[CH:4][C:3]=1[F:27], predict the reactants needed to synthesize it. The reactants are: [Cl:1][C:2]1[CH:7]=[CH:6][C:5]([CH:8]([C:15]2[C:23]3[C:18](=[C:19]([CH2:24][S:25][CH3:26])[CH:20]=[CH:21][CH:22]=3)[NH:17][CH:16]=2)[CH2:9][C:10](OCC)=[O:11])=[CH:4][C:3]=1[F:27].[H-].[Al+3].[Li+].[H-].[H-].[H-].O.C(#N)C. (7) Given the product [NH2:30][C:26]1[CH:25]=[C:24]([C:6]2[CH:7]=[C:8]([C:10]3[CH:15]=[CH:14][CH:13]=[CH:12][C:11]=3[OH:16])[N:9]=[C:2]([NH:1][C:39]([CH:33]3[CH2:38][CH2:37][CH2:36][CH2:35][CH2:34]3)=[O:40])[C:3]=2[C:4]#[N:5])[CH:29]=[CH:28][CH:27]=1, predict the reactants needed to synthesize it. The reactants are: [NH2:1][C:2]1[N:9]=[C:8]([C:10]2[CH:15]=[CH:14][CH:13]=[CH:12][C:11]=2[O:16][Si](C(C)(C)C)(C)C)[CH:7]=[C:6]([C:24]2[CH:29]=[CH:28][CH:27]=[C:26]([N+:30]([O-])=O)[CH:25]=2)[C:3]=1[C:4]#[N:5].[CH:33]1([C:39](Cl)=[O:40])[CH2:38][CH2:37][CH2:36][CH2:35][CH2:34]1. (8) Given the product [Cl:24][C:18]1[CH:19]=[CH:20][CH:21]=[C:22]([F:23])[C:17]=1[N:15]1[CH:14]=[C:13]2[C:8]([NH2:7])=[N:9][CH:10]=[CH:11][C:12]2=[N:16]1, predict the reactants needed to synthesize it. The reactants are: C(OC(=O)[NH:7][C:8]1[C:13]2=[CH:14][N:15]([C:17]3[C:22]([F:23])=[CH:21][CH:20]=[CH:19][C:18]=3[Cl:24])[N:16]=[C:12]2[CH:11]=[CH:10][N:9]=1)(C)(C)C.C(O)(C(F)(F)F)=O.C(OCC)C. (9) Given the product [CH:20]1([NH:26][C:27](=[O:28])[O:17][C:13]2[CH:12]=[C:11]3[C:16](=[CH:15][CH:14]=2)[N:8]([CH2:7][C:4]2[CH:5]=[CH:6][N:1]=[CH:2][CH:3]=2)[CH2:9][C:10]3([CH3:19])[CH3:18])[CH2:25][CH2:24][CH2:23][CH2:22][CH2:21]1, predict the reactants needed to synthesize it. The reactants are: [N:1]1[CH:6]=[CH:5][C:4]([CH2:7][N:8]2[C:16]3[C:11](=[CH:12][C:13]([OH:17])=[CH:14][CH:15]=3)[C:10]([CH3:19])([CH3:18])[CH2:9]2)=[CH:3][CH:2]=1.[CH:20]1([N:26]=[C:27]=[O:28])[CH2:25][CH2:24][CH2:23][CH2:22][CH2:21]1. (10) Given the product [N:20]1([C:2]2[N:3]=[CH:4][C:5]3[N:6]([C:8]([CH2:18][OH:19])=[C:9]([C:11]4[CH:16]=[CH:15][C:14]([F:17])=[CH:13][CH:12]=4)[N:10]=3)[CH:7]=2)[CH2:23][CH2:22][CH2:21]1, predict the reactants needed to synthesize it. The reactants are: Br[C:2]1[N:3]=[CH:4][C:5]2[N:6]([C:8]([CH2:18][OH:19])=[C:9]([C:11]3[CH:16]=[CH:15][C:14]([F:17])=[CH:13][CH:12]=3)[N:10]=2)[CH:7]=1.[NH:20]1[CH2:23][CH2:22][CH2:21]1.CO.